This data is from Full USPTO retrosynthesis dataset with 1.9M reactions from patents (1976-2016). The task is: Predict the reactants needed to synthesize the given product. (1) Given the product [Cl:1][C:2]1[C:7]([N+:8]([O-:10])=[O:9])=[C:6]([NH:26][C:23]([CH3:25])([CH3:24])[CH2:22][NH2:21])[C:5]([CH3:12])=[C:4]([CH3:13])[N:3]=1, predict the reactants needed to synthesize it. The reactants are: [Cl:1][C:2]1[C:7]([N+:8]([O-:10])=[O:9])=[C:6](Cl)[C:5]([CH3:12])=[C:4]([CH3:13])[N:3]=1.C(N(CC)CC)C.[NH2:21][CH2:22][C:23]([NH2:26])([CH3:25])[CH3:24].CO.C(Cl)(Cl)Cl. (2) Given the product [Cl:27][C:22]1[CH:21]=[C:20]([CH:25]=[CH:24][C:23]=1[Cl:26])[CH2:19][C:14]1[NH:13][C:12](=[O:28])[C:11]2[C:16](=[CH:17][CH:18]=[C:9]([NH:8][C:6](=[O:7])[CH2:5][OH:4])[CH:10]=2)[N:15]=1, predict the reactants needed to synthesize it. The reactants are: C([O:4][CH2:5][C:6]([NH:8][C:9]1[CH:10]=[C:11]2[C:16](=[CH:17][CH:18]=1)[N:15]=[C:14]([CH2:19][C:20]1[CH:25]=[CH:24][C:23]([Cl:26])=[C:22]([Cl:27])[CH:21]=1)[NH:13][C:12]2=[O:28])=[O:7])(=O)C.[Li+].[OH-]. (3) The reactants are: [S:1]([O-:4])([O-:3])=[O:2].[NH4+:5].[NH4+].S([O-])(O)=O.[NH4+].[S:12]([O:17]C)([O:15][CH3:16])(=[O:14])=[O:13]. Given the product [CH3:16][S:1]([O-:4])(=[O:3])=[O:2].[NH4+:5].[S:12]([O-:17])([O-:15])(=[O:14])=[O:13].[NH4+:5].[NH4+:5], predict the reactants needed to synthesize it. (4) Given the product [CH:21]1([S:24]([N:27]2[CH:31]=[C:30]([C:32]3[N:37]=[C:36]([NH:38][C:2]4[N:7]=[CH:6][C:5]5[C:8]([N:14]6[CH:18]([CH3:19])[CH2:17][CH2:16][CH:15]6[CH3:20])=[N:9][N:10]([CH:11]([CH3:13])[CH3:12])[C:4]=5[CH:3]=4)[CH:35]=[CH:34][N:33]=3)[CH:29]=[N:28]2)(=[O:25])=[O:26])[CH2:23][CH2:22]1, predict the reactants needed to synthesize it. The reactants are: Cl[C:2]1[N:7]=[CH:6][C:5]2[C:8]([N:14]3[CH:18]([CH3:19])[CH2:17][CH2:16][CH:15]3[CH3:20])=[N:9][N:10]([CH:11]([CH3:13])[CH3:12])[C:4]=2[CH:3]=1.[CH:21]1([S:24]([N:27]2[CH:31]=[C:30]([C:32]3[N:37]=[C:36]([NH2:38])[CH:35]=[CH:34][N:33]=3)[CH:29]=[N:28]2)(=[O:26])=[O:25])[CH2:23][CH2:22]1.C1(P(C2C=CC=CC=2)C2C3OC4C(=CC=CC=4P(C4C=CC=CC=4)C4C=CC=CC=4)C(C)(C)C=3C=CC=2)C=CC=CC=1.C(=O)([O-])[O-].[Cs+].[Cs+]. (5) Given the product [N+:1]([C:4]1[CH:11]=[CH:10][CH:9]=[CH:8][C:5]=1[CH2:6][NH:7][CH2:13][CH2:14][CH2:15][OH:16])([O-:3])=[O:2], predict the reactants needed to synthesize it. The reactants are: [N+:1]([C:4]1[CH:11]=[CH:10][CH:9]=[CH:8][C:5]=1[CH2:6][NH2:7])([O-:3])=[O:2].N[CH2:13][CH2:14][CH2:15][OH:16]. (6) Given the product [CH3:36][N:34]([CH3:35])[C:31]1[CH:30]=[CH:29][C:28]([CH2:27][CH2:26][N:21]2[CH2:22][CH2:23][CH2:24][CH2:25][C@@H:20]2[CH2:19][N:8]2[C:7]3[CH:6]=[CH:5][CH:4]=[CH:3][C:13]=3[CH2:12][O:11][C:10]3[CH:14]=[CH:15][CH:16]=[CH:17][C:9]2=3)=[CH:33][CH:32]=1, predict the reactants needed to synthesize it. The reactants are: [H-].[Na+].[CH:3]1[C:13]2[CH2:12][O:11][C:10]3[CH:14]=[CH:15][CH:16]=[CH:17][C:9]=3[NH:8][C:7]=2[CH:6]=[CH:5][CH:4]=1.Cl[C@@H:19]1[CH2:25][CH2:24][CH2:23][CH2:22][N:21]([CH2:26][CH2:27][C:28]2[CH:33]=[CH:32][C:31]([N:34]([CH3:36])[CH3:35])=[CH:30][CH:29]=2)[CH2:20]1.